From a dataset of Full USPTO retrosynthesis dataset with 1.9M reactions from patents (1976-2016). Predict the reactants needed to synthesize the given product. (1) Given the product [F:19][CH:2]([C:7]1[CH:12]=[CH:11][CH:10]=[CH:9][CH:8]=1)[C:3]([O:5][CH3:6])=[O:4], predict the reactants needed to synthesize it. The reactants are: O[CH:2]([C:7]1[CH:12]=[CH:11][CH:10]=[CH:9][CH:8]=1)[C:3]([O:5][CH3:6])=[O:4].CCN(S(F)(F)[F:19])CC. (2) Given the product [F:1][C:2]1[CH:3]=[CH:4][C:5]([N:8]2[C:12]3[CH:13]=[C:14]4[C@:19]([C:21]([C:23]5[CH:28]=[CH:27][CH:26]=[CH:25][N:24]=5)=[O:22])([CH2:20][C:11]=3[CH:10]=[N:9]2)[CH2:18][N:17]([S:29]([C:32]2[CH:33]=[CH:34][C:35]([C:38]([F:40])([F:39])[F:41])=[CH:36][CH:37]=2)(=[O:30])=[O:31])[CH2:16][CH2:15]4)=[CH:6][CH:7]=1, predict the reactants needed to synthesize it. The reactants are: [F:1][C:2]1[CH:7]=[CH:6][C:5]([N:8]2[C:12]3[CH:13]=[C:14]4[C@:19]([CH:21]([C:23]5[CH:28]=[CH:27][CH:26]=[CH:25][N:24]=5)[OH:22])([CH2:20][C:11]=3[CH:10]=[N:9]2)[CH2:18][N:17]([S:29]([C:32]2[CH:37]=[CH:36][C:35]([C:38]([F:41])([F:40])[F:39])=[CH:34][CH:33]=2)(=[O:31])=[O:30])[CH2:16][CH2:15]4)=[CH:4][CH:3]=1.CC(OI1(OC(C)=O)(OC(C)=O)OC(=O)C2C1=CC=CC=2)=O.C(=O)([O-])O.[Na+]. (3) Given the product [CH3:1][O:2][CH2:3][O:4][C@H:5]1[CH2:10][CH2:9][C@H:8]([NH2:11])[CH2:7][CH2:6]1.[CH3:1][O:2][CH2:3][O:4][CH:5]1[CH2:6][CH2:7][CH:8]([NH:11][C:12]([C:14]2[C:18]([NH2:19])=[CH:17][NH:16][N:15]=2)=[O:13])[CH2:9][CH2:10]1, predict the reactants needed to synthesize it. The reactants are: [CH3:1][O:2][CH2:3][O:4][CH:5]1[CH2:10][CH2:9][CH:8]([NH:11][C:12]([C:14]2[C:18]([N+:19]([O-])=O)=[CH:17][NH:16][N:15]=2)=[O:13])[CH2:7][CH2:6]1. (4) Given the product [C:7]([O:11][C:12]([N:13]1[CH2:18][C:17](=[O:20])[N:16]([C:21]2[CH:26]=[CH:25][CH:24]=[CH:23][C:22]=2[O:27][CH2:28][C:29]2[CH:34]=[CH:33][CH:32]=[CH:31][CH:30]=2)[CH2:15][C:14]1([CH3:36])[CH3:35])=[O:37])([CH3:10])([CH3:9])[CH3:8], predict the reactants needed to synthesize it. The reactants are: CC(C)([O-])C.[K+].[C:7]([O:11][C:12](=[O:37])[NH:13][C:14]([CH3:36])([CH3:35])[CH2:15][N:16]([C:21]1[CH:26]=[CH:25][CH:24]=[CH:23][C:22]=1[O:27][CH2:28][C:29]1[CH:34]=[CH:33][CH:32]=[CH:31][CH:30]=1)[C:17](=[O:20])[CH2:18]Br)([CH3:10])([CH3:9])[CH3:8].[Cl-].[NH4+].O.